Dataset: Catalyst prediction with 721,799 reactions and 888 catalyst types from USPTO. Task: Predict which catalyst facilitates the given reaction. (1) Reactant: [F:1][C:2]1[CH:19]=[C:18]([C:20]2[CH:21]=[N:22][N:23]([CH3:25])[CH:24]=2)[CH:17]=[CH:16][C:3]=1[CH2:4][N:5]1[C:13]2[C:8](=[CH:9][CH:10]=[CH:11][CH:12]=2)[C:7](=[O:14])[C:6]1=[O:15].[F:26][CH2:27][S:28]([C:31]1[CH:36]=[CH:35][CH:34]=[CH:33][CH:32]=1)(=[O:30])=[O:29].C[Si](C)(C)[N-][Si](C)(C)C.[Li+]. Product: [F:26][CH:27]([S:28]([C:31]1[CH:32]=[CH:33][CH:34]=[CH:35][CH:36]=1)(=[O:29])=[O:30])[C:7]1([OH:14])[C:8]2[C:13](=[CH:12][CH:11]=[CH:10][CH:9]=2)[N:5]([CH2:4][C:3]2[CH:16]=[CH:17][C:18]([C:20]3[CH:21]=[N:22][N:23]([CH3:25])[CH:24]=3)=[CH:19][C:2]=2[F:1])[C:6]1=[O:15]. The catalyst class is: 1. (2) Reactant: [N:1]1([C:8]2[CH:9]=[N:10][C:11]3[C:16]([CH:17]=2)=[CH:15][C:14]([S:18][C:19]2[N:23]4[CH:24]=[C:25]([C:28]5[CH:29]=[N:30][N:31]([CH3:33])[CH:32]=5)[CH:26]=[CH:27][C:22]4=[N:21][N:20]=2)=[CH:13][CH:12]=3)[CH2:7][CH2:6][CH2:5][NH:4][CH2:3][CH2:2]1.Br[CH2:35][CH2:36][OH:37].C([O-])([O-])=O.[K+].[K+]. Product: [CH3:33][N:31]1[CH:32]=[C:28]([C:25]2[CH:26]=[CH:27][C:22]3[N:23]([C:19]([S:18][C:14]4[CH:15]=[C:16]5[C:11](=[CH:12][CH:13]=4)[N:10]=[CH:9][C:8]([N:1]4[CH2:7][CH2:6][CH2:5][N:4]([CH2:35][CH2:36][OH:37])[CH2:3][CH2:2]4)=[CH:17]5)=[N:20][N:21]=3)[CH:24]=2)[CH:29]=[N:30]1. The catalyst class is: 3.